This data is from Full USPTO retrosynthesis dataset with 1.9M reactions from patents (1976-2016). The task is: Predict the reactants needed to synthesize the given product. (1) The reactants are: Br[C:2]1[S:6][C:5]([S:7]([N:10]2[CH2:24][CH2:23][C:13]3([O:18][CH2:17][C:16](=[O:19])[N:15]([CH:20]4[CH2:22][CH2:21]4)[CH2:14]3)[CH2:12][CH2:11]2)(=[O:9])=[O:8])=[CH:4][C:3]=1[CH3:25].CC1(C)C(C)(C)OB([C:34]2[CH:43]=[C:42]3[C:37]([CH:38]=[CH:39][CH:40]=[N:41]3)=[CH:36][CH:35]=2)O1.C(OCC)C. Given the product [CH:20]1([N:15]2[CH2:14][C:13]3([CH2:23][CH2:24][N:10]([S:7]([C:5]4[S:6][C:2]([C:34]5[CH:43]=[C:42]6[C:37]([CH:38]=[CH:39][CH:40]=[N:41]6)=[CH:36][CH:35]=5)=[C:3]([CH3:25])[CH:4]=4)(=[O:9])=[O:8])[CH2:11][CH2:12]3)[O:18][CH2:17][C:16]2=[O:19])[CH2:22][CH2:21]1, predict the reactants needed to synthesize it. (2) Given the product [C:7]([C:6]1[CH:5]=[C:4]([Cl:13])[S:3][C:2]=1[Cl:1])(=[O:8])[C:14]1[CH:19]=[CH:18][CH:17]=[CH:16][CH:15]=1, predict the reactants needed to synthesize it. The reactants are: [Cl:1][C:2]1[S:3][C:4]([Cl:13])=[CH:5][C:6]=1[C:7](N(OC)C)=[O:8].[C:14]1([Mg]Br)[CH:19]=[CH:18][CH:17]=[CH:16][CH:15]=1.C(OCC)C.[Cl-].[NH4+].